Dataset: Full USPTO retrosynthesis dataset with 1.9M reactions from patents (1976-2016). Task: Predict the reactants needed to synthesize the given product. (1) Given the product [CH3:15][O:14][C:11]1[C:10]([O:16][CH3:48])=[CH:9][C:8]2[C:7]([C:18]3[CH:23]=[CH:22][C:21]([O:24][CH3:25])=[CH:20][CH:19]=3)=[C:6]3[CH2:26][NH:27][C:3](=[O:47])[CH2:4][N:5]3[C:13]=2[CH:12]=1.[CH3:17][O:16][C:10]1[CH:9]=[C:8]2[C:13](=[CH:12][C:11]=1[O:14][CH3:15])[NH:5][C:6]([CH2:26][NH:27][C:28]([C:29]1[CH:30]=[CH:31][CH:32]=[CH:33][CH:34]=1)([C:35]1[CH:40]=[CH:39][CH:38]=[CH:37][CH:36]=1)[C:41]1[CH:42]=[CH:43][CH:44]=[CH:45][CH:46]=1)=[C:7]2[C:18]1[CH:23]=[CH:22][C:21]([O:24][CH3:25])=[CH:20][CH:19]=1, predict the reactants needed to synthesize it. The reactants are: CO[C:3](=[O:47])[CH2:4][N:5]1[C:13]2[C:8](=[CH:9][C:10]([O:16][CH3:17])=[C:11]([O:14][CH3:15])[CH:12]=2)[C:7]([C:18]2[CH:23]=[CH:22][C:21]([O:24][CH3:25])=[CH:20][CH:19]=2)=[C:6]1[CH2:26][NH:27][C:28]([C:41]1[CH:46]=[CH:45][CH:44]=[CH:43][CH:42]=1)([C:35]1[CH:40]=[CH:39][CH:38]=[CH:37][CH:36]=1)[C:29]1[CH:34]=[CH:33][CH:32]=[CH:31][CH:30]=1.[CH2:48](Cl)Cl.C(O)(C(F)(F)F)=O. (2) Given the product [C:1]1([C@@H:13]2[CH2:17][CH2:16][C@@H:15]([NH:18][C:20]3[CH:27]=[CH:26][C:23]([C:24]#[N:25])=[CH:22][N:21]=3)[CH2:14]2)[C:5]2=[C:6]3[CH:12]=[CH:11][NH:10][C:7]3=[N:8][CH:9]=[C:4]2[NH:3][N:2]=1, predict the reactants needed to synthesize it. The reactants are: [C:1]1([C@@H:13]2[CH2:17][CH2:16][CH:15]([NH2:18])[CH2:14]2)[C:5]2=[C:6]3[CH:12]=[CH:11][NH:10][C:7]3=[N:8][CH:9]=[C:4]2[NH:3][N:2]=1.Cl[C:20]1[CH:27]=[CH:26][C:23]([C:24]#[N:25])=[CH:22][N:21]=1.CCN(C(C)C)C(C)C. (3) Given the product [NH2:1][C:2]1[CH:3]=[C:4]([C:5]([N:7]2[CH2:12][CH2:11][CH:10]([C:13]3[CH:20]=[CH:19][C:16]([F:37])=[CH:15][CH:14]=3)[CH2:9][CH2:8]2)=[O:6])[CH:21]=[CH:22][C:23]=1[CH3:24], predict the reactants needed to synthesize it. The reactants are: [NH2:1][C:2]1[CH:3]=[C:4]([CH:21]=[CH:22][C:23]=1[CH3:24])[C:5]([N:7]1[CH2:12][CH2:11][CH:10]([C:13]2[CH:20]=[CH:19][C:16](C#N)=[CH:15][CH:14]=2)[CH2:9][CH2:8]1)=[O:6].NC1C=C(C=CC=1C)C(O)=O.Cl.[F:37]C1C=CC(C2CCNCC2)=CC=1. (4) Given the product [CH3:20][O:19][C:17]1[CH:16]=[CH:15][C:13]2[NH:14][C:29]3[CH2:28][CH:27]([C:21]4[CH:26]=[CH:25][CH:24]=[CH:23][CH:22]=4)[NH:32][C:31](=[O:33])[C:30]=3[S:11][C:12]=2[CH:18]=1, predict the reactants needed to synthesize it. The reactants are: [NH2:14][C:13]1[CH:15]=[CH:16][C:17]([O:19][CH3:20])=[CH:18][C:12]=1[S:11][S:11][C:12]1[CH:18]=[C:17]([O:19][CH3:20])[CH:16]=[CH:15][C:13]=1[NH2:14].[C:21]1([CH:27]2[NH:32][C:31](=[O:33])[CH2:30][C:29](=O)[CH2:28]2)[CH:26]=[CH:25][CH:24]=[CH:23][CH:22]=1. (5) Given the product [C:22]([C:24]1[CH:29]=[CH:28][C:27]([N:6]2[CH2:5][CH2:4][C:3]([NH:9][C:10]([N:12]3[CH:19]4[CH2:20][CH:15]5[O:16][CH:17]([CH2:21][CH:13]3[CH2:14]5)[CH2:18]4)=[O:11])([CH3:2])[CH2:8][CH2:7]2)=[CH:26][CH:25]=1)#[N:23], predict the reactants needed to synthesize it. The reactants are: Cl.[CH3:2][C:3]1([NH:9][C:10]([N:12]2[CH:19]3[CH2:20][CH:15]4[O:16][CH:17]([CH2:21][CH:13]2[CH2:14]4)[CH2:18]3)=[O:11])[CH2:8][CH2:7][NH:6][CH2:5][CH2:4]1.[C:22]([C:24]1[CH:29]=[CH:28][C:27](B(O)O)=[CH:26][CH:25]=1)#[N:23].C(Cl)Cl.C(N(CC)CC)C.